Dataset: NCI-60 drug combinations with 297,098 pairs across 59 cell lines. Task: Regression. Given two drug SMILES strings and cell line genomic features, predict the synergy score measuring deviation from expected non-interaction effect. Cell line: SNB-19. Drug 2: CCCCCOC(=O)NC1=NC(=O)N(C=C1F)C2C(C(C(O2)C)O)O. Synergy scores: CSS=24.8, Synergy_ZIP=1.19, Synergy_Bliss=1.55, Synergy_Loewe=-23.3, Synergy_HSA=0.383. Drug 1: C1=CN(C(=O)N=C1N)C2C(C(C(O2)CO)O)O.Cl.